From a dataset of Catalyst prediction with 721,799 reactions and 888 catalyst types from USPTO. Predict which catalyst facilitates the given reaction. (1) Reactant: C(OC(=O)[N:7]([C@@H:9]([CH3:46])[C:10]([NH:12][C@@H:13]([CH:40]1[CH2:45][CH2:44][CH2:43][CH2:42][CH2:41]1)[C:14]([N:16]1[C@H:21]([C:22](=[O:34])[NH:23][C@H:24]2[C:32]3[C:27](=[CH:28][CH:29]=[CH:30][CH:31]=3)[CH2:26][C@@H:25]2[OH:33])[CH2:20][N:19]2[CH2:35][C:36]([F:39])([F:38])[CH2:37][C@@H:18]2[CH2:17]1)=[O:15])=[O:11])[CH3:8])(C)(C)C.[C:48](OCC)(=[O:50])[CH3:49].[ClH:54]. Product: [ClH:54].[ClH:54].[C:48]([O:33][C@H:25]1[CH2:26][C:27]2[C:32](=[CH:31][CH:30]=[CH:29][CH:28]=2)[C@@H:24]1[NH:23][C:22]([C@@H:21]1[CH2:20][N:19]2[CH2:35][C:36]([F:38])([F:39])[CH2:37][C@@H:18]2[CH2:17][N:16]1[C:14](=[O:15])[C@H:13]([CH:40]1[CH2:45][CH2:44][CH2:43][CH2:42][CH2:41]1)[NH:12][C:10](=[O:11])[C@H:9]([CH3:46])[NH:7][CH3:8])=[O:34])(=[O:50])[CH3:49]. The catalyst class is: 13. (2) Product: [I:1][C:2]1[C:3]([CH3:31])=[C:4]([CH:28]=[CH:29][CH:30]=1)[CH2:5][N:6]1[C:32](=[O:33])[NH:13][C:12]2[C:7]1=[N:8][C:9]([NH:14][CH2:15][C@@H:16]1[CH2:20][CH2:19][N:18]([C:21]([O:23][C:24]([CH3:25])([CH3:26])[CH3:27])=[O:22])[CH2:17]1)=[N:10][CH:11]=2. Reactant: [I:1][C:2]1[C:3]([CH3:31])=[C:4]([CH:28]=[CH:29][CH:30]=1)[CH2:5][NH:6][C:7]1[C:12]([NH2:13])=[CH:11][N:10]=[C:9]([NH:14][CH2:15][C@@H:16]2[CH2:20][CH2:19][N:18]([C:21]([O:23][C:24]([CH3:27])([CH3:26])[CH3:25])=[O:22])[CH2:17]2)[N:8]=1.[C:32](N1C=CN=C1)(N1C=CN=C1)=[O:33]. The catalyst class is: 1. (3) Reactant: [CH3:1][C:2]1[CH:7]=[CH:6][CH:5]=[CH:4][C:3]=1[C:8]1[CH:13]=[CH:12][CH:11]=[C:10]([C:14]([N:16]2[C:22]3[CH:23]=[CH:24][CH:25]=[CH:26][C:21]=3[CH2:20][N:19]3[CH:27]=[CH:28][CH:29]=[C:18]3[CH2:17]2)=[O:15])[CH:9]=1.C(=O)([O-])[O-].[Na+].[Na+].[Cl:36][C:37]([Cl:42])([Cl:41])[C:38](Cl)=[O:39]. Product: [Cl:36][C:37]([Cl:42])([Cl:41])[C:38]([C:27]1[N:19]2[C:18]([CH2:17][N:16]([C:14]([C:10]3[CH:9]=[C:8]([C:3]4[CH:4]=[CH:5][CH:6]=[CH:7][C:2]=4[CH3:1])[CH:13]=[CH:12][CH:11]=3)=[O:15])[C:22]3[CH:23]=[CH:24][CH:25]=[CH:26][C:21]=3[CH2:20]2)=[CH:29][CH:28]=1)=[O:39]. The catalyst class is: 54. (4) Reactant: C([Sn](CCCC)(CCCC)[C:6]1[N:7]=[CH:8][N:9]([C:11]2[CH:16]=[C:15]([C:17]3[CH:22]=[CH:21][C:20]([C:23]([F:26])([F:25])[F:24])=[CH:19][CH:18]=3)[CH:14]=[C:13]([C:27]([F:30])([F:29])[F:28])[N:12]=2)[CH:10]=1)CCC.[C:39]([NH:43][S:44]([C:47]1[S:48][C:49](Br)=[CH:50][CH:51]=1)(=[O:46])=[O:45])([CH3:42])([CH3:41])[CH3:40].CCCCCCC. Product: [C:39]([NH:43][S:44]([C:47]1[S:48][C:49]([C:6]2[N:7]=[CH:8][N:9]([C:11]3[CH:16]=[C:15]([C:17]4[CH:18]=[CH:19][C:20]([C:23]([F:25])([F:26])[F:24])=[CH:21][CH:22]=4)[CH:14]=[C:13]([C:27]([F:28])([F:29])[F:30])[N:12]=3)[CH:10]=2)=[CH:50][CH:51]=1)(=[O:45])=[O:46])([CH3:42])([CH3:40])[CH3:41]. The catalyst class is: 11. (5) The catalyst class is: 685. Product: [C:1]([C:4]1[CH:9]=[CH:8][C:7]([NH:10][C:11]2[N:25]([CH2:26][CH2:27][CH2:28][OH:29])[C:15]3[C:16]([C:17]([O:19][CH3:20])=[O:18])=[CH:21][CH:22]=[C:23]([Cl:24])[C:14]=3[N:13]=2)=[C:6]([CH3:30])[CH:5]=1)(=[O:3])[NH2:2]. Reactant: [C:1]([C:4]1[CH:9]=[CH:8][C:7]([NH:10][C:11]([NH:13][C:14]2[C:15]([NH:25][CH2:26][CH2:27][CH2:28][OH:29])=[C:16]([CH:21]=[CH:22][C:23]=2[Cl:24])[C:17]([O:19][CH3:20])=[O:18])=S)=[C:6]([CH3:30])[CH:5]=1)(=[O:3])[NH2:2].Cl.C(N=C=NCCCN(C)C)C.C(N(CC)CC)C. (6) Reactant: [CH3:1][CH:2]1[CH2:7][CH2:6][CH:5]([NH:8][C:9]2[CH:19]=[CH:18][C:12]([C:13]([O:15][CH2:16][CH3:17])=[O:14])=[CH:11][C:10]=2[N+:20]([O-])=O)[CH2:4][CH2:3]1.[H][H]. Product: [NH2:20][C:10]1[CH:11]=[C:12]([CH:18]=[CH:19][C:9]=1[NH:8][CH:5]1[CH2:4][CH2:3][CH:2]([CH3:1])[CH2:7][CH2:6]1)[C:13]([O:15][CH2:16][CH3:17])=[O:14]. The catalyst class is: 723. (7) Reactant: [Cl:1][C:2]1[C:7]([C:8](O)=[O:9])=[C:6]([Cl:11])[N:5]=[C:4]([S:12][CH3:13])[N:3]=1.C(Cl)(=O)C([Cl:17])=O. Product: [Cl:1][C:2]1[C:7]([C:8]([Cl:17])=[O:9])=[C:6]([Cl:11])[N:5]=[C:4]([S:12][CH3:13])[N:3]=1. The catalyst class is: 59. (8) Reactant: Cl.[Cl:2][C:3]1[CH:4]=[C:5]([C:9]2([NH2:13])[CH2:12][CH2:11][CH2:10]2)[CH:6]=[CH:7][CH:8]=1.C(N(CC)CC)C.[Cl:21][C:22]1[CH:27]=[CH:26][C:25]([C:28]2[N:32]([CH:33]3[CH2:35][CH2:34]3)[C:31](=[O:36])[N:30]([CH2:37][C:38](O)=[O:39])[N:29]=2)=[CH:24][CH:23]=1.C1C=CC2N(O)N=NC=2C=1.CCN=C=NCCCN(C)C.Cl. Product: [Cl:2][C:3]1[CH:4]=[C:5]([C:9]2([NH:13][C:38](=[O:39])[CH2:37][N:30]3[C:31](=[O:36])[N:32]([CH:33]4[CH2:34][CH2:35]4)[C:28]([C:25]4[CH:26]=[CH:27][C:22]([Cl:21])=[CH:23][CH:24]=4)=[N:29]3)[CH2:12][CH2:11][CH2:10]2)[CH:6]=[CH:7][CH:8]=1. The catalyst class is: 9. (9) Reactant: FC(F)(F)S(OS(C(F)(F)F)(=O)=O)(=O)=O.[CH2:16]([O:18][C:19]1[CH:20]=[C:21]([C@@H:27]2[C@H:32]([NH:33][C:34](=O)[C:35]3[CH:49]=[CH:48][C:38]([C:39]([N:41]([CH:45]([CH3:47])[CH3:46])[CH:42]([CH3:44])[CH3:43])=[O:40])=[CH:37][CH:36]=3)[CH2:31][CH2:30][O:29][CH2:28]2)[CH:22]=[CH:23][C:24]=1[O:25][CH3:26])[CH3:17].CO.C(N(CC)CC)C. The catalyst class is: 112. Product: [CH2:16]([O:18][C:19]1[CH:20]=[C:21]2[C:22](=[CH:23][C:24]=1[O:25][CH3:26])[C:34]([C:35]1[CH:49]=[CH:48][C:38]([C:39]([N:41]([CH:45]([CH3:47])[CH3:46])[CH:42]([CH3:44])[CH3:43])=[O:40])=[CH:37][CH:36]=1)=[N:33][C@H:32]1[C@@H:27]2[CH2:28][O:29][CH2:30][CH2:31]1)[CH3:17].